Dataset: NCI-60 drug combinations with 297,098 pairs across 59 cell lines. Task: Regression. Given two drug SMILES strings and cell line genomic features, predict the synergy score measuring deviation from expected non-interaction effect. (1) Drug 1: C1=CC(=CC=C1C#N)C(C2=CC=C(C=C2)C#N)N3C=NC=N3. Drug 2: CCCCCOC(=O)NC1=NC(=O)N(C=C1F)C2C(C(C(O2)C)O)O. Cell line: KM12. Synergy scores: CSS=-11.1, Synergy_ZIP=6.48, Synergy_Bliss=3.37, Synergy_Loewe=-7.30, Synergy_HSA=-8.30. (2) Drug 1: CCC1=CC2CC(C3=C(CN(C2)C1)C4=CC=CC=C4N3)(C5=C(C=C6C(=C5)C78CCN9C7C(C=CC9)(C(C(C8N6C)(C(=O)OC)O)OC(=O)C)CC)OC)C(=O)OC.C(C(C(=O)O)O)(C(=O)O)O. Drug 2: C1=C(C(=O)NC(=O)N1)N(CCCl)CCCl. Cell line: OVCAR-5. Synergy scores: CSS=46.0, Synergy_ZIP=-4.59, Synergy_Bliss=-1.78, Synergy_Loewe=-25.3, Synergy_HSA=-0.308. (3) Drug 1: C(=O)(N)NO. Drug 2: C1=CC=C(C(=C1)C(C2=CC=C(C=C2)Cl)C(Cl)Cl)Cl. Cell line: M14. Synergy scores: CSS=-15.6, Synergy_ZIP=13.1, Synergy_Bliss=15.2, Synergy_Loewe=-11.1, Synergy_HSA=-8.58. (4) Drug 1: C1=CC(=CC=C1CC(C(=O)O)N)N(CCCl)CCCl.Cl. Drug 2: CC(C)(C#N)C1=CC(=CC(=C1)CN2C=NC=N2)C(C)(C)C#N. Cell line: NCI/ADR-RES. Synergy scores: CSS=2.13, Synergy_ZIP=-3.32, Synergy_Bliss=-7.25, Synergy_Loewe=-7.60, Synergy_HSA=-8.17. (5) Drug 1: COC1=CC(=CC(=C1O)OC)C2C3C(COC3=O)C(C4=CC5=C(C=C24)OCO5)OC6C(C(C7C(O6)COC(O7)C8=CC=CS8)O)O. Drug 2: CCCCC(=O)OCC(=O)C1(CC(C2=C(C1)C(=C3C(=C2O)C(=O)C4=C(C3=O)C=CC=C4OC)O)OC5CC(C(C(O5)C)O)NC(=O)C(F)(F)F)O. Cell line: SK-OV-3. Synergy scores: CSS=24.6, Synergy_ZIP=-5.60, Synergy_Bliss=-1.28, Synergy_Loewe=-0.583, Synergy_HSA=-0.0457. (6) Drug 1: CCCS(=O)(=O)NC1=C(C(=C(C=C1)F)C(=O)C2=CNC3=C2C=C(C=N3)C4=CC=C(C=C4)Cl)F. Drug 2: CS(=O)(=O)CCNCC1=CC=C(O1)C2=CC3=C(C=C2)N=CN=C3NC4=CC(=C(C=C4)OCC5=CC(=CC=C5)F)Cl. Cell line: MDA-MB-231. Synergy scores: CSS=-0.929, Synergy_ZIP=3.45, Synergy_Bliss=4.53, Synergy_Loewe=1.79, Synergy_HSA=0.397.